This data is from NCI-60 drug combinations with 297,098 pairs across 59 cell lines. The task is: Regression. Given two drug SMILES strings and cell line genomic features, predict the synergy score measuring deviation from expected non-interaction effect. (1) Drug 1: C1CC(=O)NC(=O)C1N2CC3=C(C2=O)C=CC=C3N. Drug 2: C1=CC(=C2C(=C1NCCNCCO)C(=O)C3=C(C=CC(=C3C2=O)O)O)NCCNCCO. Cell line: SR. Synergy scores: CSS=78.8, Synergy_ZIP=7.94, Synergy_Bliss=7.33, Synergy_Loewe=9.67, Synergy_HSA=11.2. (2) Drug 1: CN1CCC(CC1)COC2=C(C=C3C(=C2)N=CN=C3NC4=C(C=C(C=C4)Br)F)OC. Drug 2: CCC1=C2CN3C(=CC4=C(C3=O)COC(=O)C4(CC)O)C2=NC5=C1C=C(C=C5)O. Cell line: NCIH23. Synergy scores: CSS=28.5, Synergy_ZIP=-0.537, Synergy_Bliss=0.932, Synergy_Loewe=-9.52, Synergy_HSA=1.37. (3) Drug 1: CC1C(C(CC(O1)OC2CC(CC3=C2C(=C4C(=C3O)C(=O)C5=C(C4=O)C(=CC=C5)OC)O)(C(=O)C)O)N)O.Cl. Drug 2: C1=NC2=C(N=C(N=C2N1C3C(C(C(O3)CO)O)O)F)N. Cell line: A498. Synergy scores: CSS=22.5, Synergy_ZIP=-4.95, Synergy_Bliss=-1.65, Synergy_Loewe=-8.74, Synergy_HSA=-2.91. (4) Drug 1: CN(CC1=CN=C2C(=N1)C(=NC(=N2)N)N)C3=CC=C(C=C3)C(=O)NC(CCC(=O)O)C(=O)O. Drug 2: C1CNP(=O)(OC1)N(CCCl)CCCl. Cell line: MOLT-4. Synergy scores: CSS=40.6, Synergy_ZIP=-1.57, Synergy_Bliss=-1.64, Synergy_Loewe=-42.3, Synergy_HSA=-1.95. (5) Drug 1: C1CNP(=O)(OC1)N(CCCl)CCCl. Drug 2: CC1C(C(CC(O1)OC2CC(CC3=C2C(=C4C(=C3O)C(=O)C5=CC=CC=C5C4=O)O)(C(=O)C)O)N)O. Cell line: UACC-257. Synergy scores: CSS=46.2, Synergy_ZIP=0.586, Synergy_Bliss=1.64, Synergy_Loewe=-64.8, Synergy_HSA=2.20. (6) Cell line: LOX IMVI. Drug 1: C1CC(=O)NC(=O)C1N2CC3=C(C2=O)C=CC=C3N. Synergy scores: CSS=31.6, Synergy_ZIP=6.01, Synergy_Bliss=5.50, Synergy_Loewe=8.26, Synergy_HSA=9.38. Drug 2: CC(CN1CC(=O)NC(=O)C1)N2CC(=O)NC(=O)C2. (7) Drug 1: CS(=O)(=O)OCCCCOS(=O)(=O)C. Drug 2: CC1=C(C(=O)C2=C(C1=O)N3CC4C(C3(C2COC(=O)N)OC)N4)N. Cell line: HOP-62. Synergy scores: CSS=48.6, Synergy_ZIP=7.77, Synergy_Bliss=6.70, Synergy_Loewe=-26.7, Synergy_HSA=4.89. (8) Drug 1: CC12CCC3C(C1CCC2=O)CC(=C)C4=CC(=O)C=CC34C. Drug 2: CCC1(CC2CC(C3=C(CCN(C2)C1)C4=CC=CC=C4N3)(C5=C(C=C6C(=C5)C78CCN9C7C(C=CC9)(C(C(C8N6C=O)(C(=O)OC)O)OC(=O)C)CC)OC)C(=O)OC)O.OS(=O)(=O)O. Cell line: RPMI-8226. Synergy scores: CSS=45.3, Synergy_ZIP=3.85, Synergy_Bliss=6.75, Synergy_Loewe=-28.1, Synergy_HSA=4.03.